This data is from Reaction yield outcomes from USPTO patents with 853,638 reactions. The task is: Predict the reaction yield, written as a fraction of the theoretical maximum amount of product (1.0 means a 100% yield; for example, 0.34 means a 34% yield). (1) The reactants are [F:1][C:2]1[CH:7]=[CH:6][C:5]([F:8])=[CH:4][C:3]=1[O:9][C:10]1[CH:15]=[CH:14][C:13]([N+:16]([O-])=O)=[CH:12][CH:11]=1.O.NN. The catalyst is CO.[Ni]. The product is [F:1][C:2]1[CH:7]=[CH:6][C:5]([F:8])=[CH:4][C:3]=1[O:9][C:10]1[CH:11]=[CH:12][C:13]([NH2:16])=[CH:14][CH:15]=1. The yield is 0.930. (2) The reactants are [F:1][C:2]1[CH:8]=[CH:7][C:5]([NH2:6])=[CH:4][CH:3]=1.Br[CH:10]([CH3:12])[CH3:11].C([O-])([O-])=O.[K+].[K+]. The catalyst is CN(C=O)C.O. The product is [F:1][C:2]1[CH:8]=[CH:7][C:5]([NH:6][CH:10]([CH3:12])[CH3:11])=[CH:4][CH:3]=1. The yield is 0.430.